From a dataset of Forward reaction prediction with 1.9M reactions from USPTO patents (1976-2016). Predict the product of the given reaction. Given the reactants [C:1]1([Mg]Br)[CH:6]=[CH:5][CH:4]=[CH:3][CH:2]=1.[CH3:9][S:10]([N:13]1[CH2:18][CH2:17][CH:16]([CH2:19][CH:20]=[CH:21][N:22]2[C@H:26]([C:27]3[CH:32]=[CH:31][CH:30]=[CH:29][CH:28]=3)[C@H:25]([CH3:33])[N:24]([CH3:34])[C:23]2=[O:35])[CH2:15][CH2:14]1)(=[O:12])=[O:11].[O-:36]S(C(F)(F)F)(=O)=O.C([B+]CCCC)CCC, predict the reaction product. The product is: [C:1]1([C@@H:19]([CH:16]2[CH2:17][CH2:18][N:13]([S:10]([CH3:9])(=[O:11])=[O:12])[CH2:14][CH2:15]2)[CH2:20][C:21]([N:22]2[C@H:26]([C:27]3[CH:28]=[CH:29][CH:30]=[CH:31][CH:32]=3)[C@H:25]([CH3:33])[N:24]([CH3:34])[C:23]2=[O:35])=[O:36])[CH:6]=[CH:5][CH:4]=[CH:3][CH:2]=1.